Dataset: Forward reaction prediction with 1.9M reactions from USPTO patents (1976-2016). Task: Predict the product of the given reaction. (1) Given the reactants [Cl:1][C:2]1[C:3](Cl)=[N:4][CH:5]=[C:6]([C:12]=1[NH:13][C:14]1[CH:19]=[CH:18][C:17]([F:20])=[CH:16][C:15]=1[CH3:21])[C:7]([O:9][CH2:10][CH3:11])=[O:8].[SH2:23].[Na].[Cl-].[Na+], predict the reaction product. The product is: [Cl:1][C:2]1[C:3]([SH:23])=[N:4][CH:5]=[C:6]([C:12]=1[NH:13][C:14]1[CH:19]=[CH:18][C:17]([F:20])=[CH:16][C:15]=1[CH3:21])[C:7]([O:9][CH2:10][CH3:11])=[O:8]. (2) Given the reactants [NH:1]1[CH2:6][CH2:5][O:4][CH:3]([CH2:7][NH:8][C:9]2[CH:14]=[CH:13][C:12]([S:15]([NH2:18])(=[O:17])=[O:16])=[CH:11][C:10]=2[N+:19]([O-:21])=[O:20])[CH2:2]1.C(O[C:25]1(O[Si](C)(C)C)[CH2:27][CH2:26]1)C.C([BH3-])#N.[Na+], predict the reaction product. The product is: [CH:25]1([N:1]2[CH2:6][CH2:5][O:4][CH:3]([CH2:7][NH:8][C:9]3[CH:14]=[CH:13][C:12]([S:15]([NH2:18])(=[O:16])=[O:17])=[CH:11][C:10]=3[N+:19]([O-:21])=[O:20])[CH2:2]2)[CH2:27][CH2:26]1. (3) Given the reactants C1(C[NH:8][CH:9]2[CH2:18][CH2:17][C:12]3([O:16][CH2:15][CH2:14][O:13]3)[CH2:11][CH2:10]2)C=CC=CC=1, predict the reaction product. The product is: [O:13]1[C:12]2([CH2:17][CH2:18][CH:9]([NH2:8])[CH2:10][CH2:11]2)[O:16][CH2:15][CH2:14]1. (4) Given the reactants C[O:2][C:3]1[CH:12]=[C:11]2[C:6]([C:7]([C:13]3[C:17]([C:18]4[CH:23]=[CH:22][CH:21]=[CH:20][N:19]=4)=[N:16][N:15]4[CH2:24][CH2:25][CH2:26][C:14]=34)=[CH:8][CH:9]=[N:10]2)=[CH:5][CH:4]=1.C([S-])C.[Na+], predict the reaction product. The product is: [N:19]1[CH:20]=[CH:21][CH:22]=[CH:23][C:18]=1[C:17]1[C:13]([C:7]2[C:6]3[C:11](=[CH:12][C:3]([OH:2])=[CH:4][CH:5]=3)[N:10]=[CH:9][CH:8]=2)=[C:14]2[CH2:26][CH2:25][CH2:24][N:15]2[N:16]=1. (5) Given the reactants [C:1]1([CH:7]2[N:21]3[C:22]4[C:14]([C:15]5[C:16](=[O:23])C[CH2:18][CH2:19][C:20]=53)=[CH:13][CH:12]=[CH:11][C:10]=4[O:9][CH2:8]2)[CH:6]=[CH:5][CH:4]=[CH:3][CH:2]=1.FC(F)(F)C(O)=O.[CH2:31]([Cl:33])[Cl:32], predict the reaction product. The product is: [Cl:32][C:31]1([Cl:33])[C:16](=[O:23])[C:15]2[C:14]3[C:22]4=[C:10]([O:9][CH2:8][CH:7]([C:1]5[CH:6]=[CH:5][CH:4]=[CH:3][CH:2]=5)[N:21]4[C:20]=2[CH2:19][CH2:18]1)[CH:11]=[CH:12][CH:13]=3. (6) Given the reactants Cl.[NH2:2][C@H:3]1[C@H:8]2[CH2:9][C@H:5]([CH2:6][CH2:7]2)[C@H:4]1[C:10]([O:12][CH3:13])=[O:11].C([O-])(=O)C.[Na+].[F:19][C:20]1[CH:21]=[C:22]([CH:25]=[CH:26][C:27]=1[F:28])[CH:23]=O.C([BH3-])#N.[Na+].C(=O)(O)[O-].[Na+], predict the reaction product. The product is: [F:19][C:20]1[CH:21]=[C:22]([CH:25]=[CH:26][C:27]=1[F:28])[CH2:23][NH:2][C@H:3]1[C@H:8]2[CH2:9][C@H:5]([CH2:6][CH2:7]2)[C@H:4]1[C:10]([O:12][CH3:13])=[O:11]. (7) Given the reactants [C:1]([O:5][C:6]([NH:8][C@@H:9]([CH2:14][C:15]1[CH:20]=[CH:19][C:18]([C:21]([F:24])([F:23])[CH3:22])=[CH:17][CH:16]=1)[C:10](OC)=[O:11])=[O:7])([CH3:4])([CH3:3])[CH3:2].CCO.[Li+].[BH4-], predict the reaction product. The product is: [F:23][C:21]([C:18]1[CH:17]=[CH:16][C:15]([CH2:14][C@H:9]([NH:8][C:6](=[O:7])[O:5][C:1]([CH3:4])([CH3:3])[CH3:2])[CH2:10][OH:11])=[CH:20][CH:19]=1)([F:24])[CH3:22]. (8) Given the reactants C(N(CC)CC)C.[F:8][C:9]1[CH:17]=[CH:16][C:12]([C:13](Cl)=[O:14])=[CH:11][CH:10]=1.[NH2:18][CH2:19][C:20]1[CH:21]=[N:22][CH:23]=[CH:24][CH:25]=1.C(=O)([O-])O.[Na+], predict the reaction product. The product is: [F:8][C:9]1[CH:17]=[CH:16][C:12]([C:13]([NH:18][CH2:19][C:20]2[CH:21]=[N:22][CH:23]=[CH:24][CH:25]=2)=[O:14])=[CH:11][CH:10]=1.